From a dataset of Reaction yield outcomes from USPTO patents with 853,638 reactions. Predict the reaction yield, written as a fraction of the theoretical maximum amount of product (1.0 means a 100% yield; for example, 0.34 means a 34% yield). The yield is 0.900. The reactants are [Cl:1][C:2]1[CH:18]=[CH:17][C:5]2[CH2:6][CH2:7][N:8]([C:11](=[O:16])[C:12]([F:15])([F:14])[F:13])[CH2:9][CH2:10][C:4]=2[C:3]=1OS(C(F)(F)F)(=O)=O.[C:27]([C:29]1[CH:34]=[CH:33][CH:32]=[CH:31][N:30]=1)#[CH:28]. The product is [Cl:1][C:2]1[CH:18]=[CH:17][C:5]2[CH2:6][CH2:7][N:8]([C:11](=[O:16])[C:12]([F:15])([F:14])[F:13])[CH2:9][CH2:10][C:4]=2[C:3]=1[C:28]#[C:27][C:29]1[CH:34]=[CH:33][CH:32]=[CH:31][N:30]=1. No catalyst specified.